From a dataset of Catalyst prediction with 721,799 reactions and 888 catalyst types from USPTO. Predict which catalyst facilitates the given reaction. (1) Reactant: [NH:1]1[C:5]2[CH:6]=[CH:7][CH:8]=[CH:9][C:4]=2[N:3]=[C:2]1[NH:10][C:11]([C:13]1[N:14]=[CH:15][NH:16][C:17]=1[C:18]([NH:20][C:21]1[CH:40]=[CH:39][C:24]([O:25][CH:26]2[CH2:31][CH2:30][N:29](C(OC(C)(C)C)=O)[CH2:28][CH2:27]2)=[C:23]([Cl:41])[CH:22]=1)=[O:19])=[O:12].[ClH:42]. Product: [ClH:41].[NH:1]1[C:5]2[CH:6]=[CH:7][CH:8]=[CH:9][C:4]=2[N:3]=[C:2]1[NH:10][C:11]([C:13]1[N:14]=[CH:15][NH:16][C:17]=1[C:18]([NH:20][C:21]1[CH:40]=[CH:39][C:24]([O:25][CH:26]2[CH2:31][CH2:30][NH:29][CH2:28][CH2:27]2)=[CH:23][C:22]=1[Cl:42])=[O:19])=[O:12]. The catalyst class is: 12. (2) Reactant: [CH3:1][O:2][C:3]1[C:4](=[O:29])[C:5]([CH3:28])=[C:6]([CH2:12][C:13]2[CH:21]=[CH:20][C:16]([C:17](O)=[O:18])=[C:15]([C:22]3[CH:27]=[CH:26][CH:25]=[CH:24][CH:23]=3)[CH:14]=2)[C:7](=[O:11])[C:8]=1[O:9][CH3:10].[F:30][C:31]([F:40])([F:39])[C:32]1[CH:38]=[CH:37][C:35]([NH2:36])=[CH:34][CH:33]=1.C(N(CC)CC)C.[Cl-].ClC1N(C)CC[NH+]1C. Product: [CH3:1][O:2][C:3]1[C:4](=[O:29])[C:5]([CH3:28])=[C:6]([CH2:12][C:13]2[CH:21]=[CH:20][C:16]([C:17]([NH:36][C:35]3[CH:37]=[CH:38][C:32]([C:31]([F:39])([F:40])[F:30])=[CH:33][CH:34]=3)=[O:18])=[C:15]([C:22]3[CH:27]=[CH:26][CH:25]=[CH:24][CH:23]=3)[CH:14]=2)[C:7](=[O:11])[C:8]=1[O:9][CH3:10]. The catalyst class is: 34. (3) Reactant: C[O:2][C:3](=[O:21])[C:4]1[CH:9]=[C:8]([S:10](=[O:14])(=[O:13])[NH:11][CH3:12])[CH:7]=[CH:6][C:5]=1[O:15][CH2:16][C:17]([F:20])([F:19])[F:18]. Product: [CH3:12][NH:11][S:10]([C:8]1[CH:7]=[CH:6][C:5]([O:15][CH2:16][C:17]([F:19])([F:18])[F:20])=[C:4]([CH:9]=1)[C:3]([OH:21])=[O:2])(=[O:13])=[O:14]. The catalyst class is: 1. (4) Reactant: [NH2:1][C:2]1[S:3][C:4]2[S:10][CH2:9][CH2:8][C:7](=[O:11])[C:5]=2[N:6]=1.CN(C1C=CC=CN=1)C.[CH3:21][C:22]([O:25][C:26](O[C:26]([O:25][C:22]([CH3:24])([CH3:23])[CH3:21])=[O:27])=[O:27])([CH3:24])[CH3:23]. Product: [C:22]([O:25][C:26](=[O:27])[NH:1][C:2]1[S:3][C:4]2[S:10][CH2:9][CH2:8][C:7](=[O:11])[C:5]=2[N:6]=1)([CH3:24])([CH3:23])[CH3:21]. The catalyst class is: 3. (5) Reactant: Br[C:2]1[CH:14]=[CH:13][C:12]2[C:11]3[C:6](=[CH:7][CH:8]=[CH:9][CH:10]=3)[C:5]([CH2:22][CH2:23][CH2:24][CH2:25][CH2:26][CH2:27][Br:28])([CH2:15][CH2:16][CH2:17][CH2:18][CH2:19][CH2:20][Br:21])[C:4]=2[CH:3]=1.[B:38]1([B:38]2[O:42][C:41]([CH3:44])([CH3:43])[C:40]([CH3:46])([CH3:45])[O:39]2)[O:42][C:41]([CH3:44])([CH3:43])[C:40]([CH3:46])([CH3:45])[O:39]1.C([O-])(=O)C.[K+]. Product: [Br:21][CH2:20][CH2:19][CH2:18][CH2:17][CH2:16][CH2:15][C:5]1([CH2:22][CH2:23][CH2:24][CH2:25][CH2:26][CH2:27][Br:28])[C:4]2[CH:3]=[C:2]([B:38]3[O:39][C:40]([CH3:45])([CH3:46])[C:41]([CH3:43])([CH3:44])[O:42]3)[CH:14]=[CH:13][C:12]=2[C:11]2[C:6]1=[CH:7][CH:8]=[CH:9][CH:10]=2. The catalyst class is: 294. (6) Reactant: [CH3:1][O:2][N:3]([CH3:18])[C:4]1[N:9]=[C:8]([NH:10][CH2:11][CH2:12][CH3:13])[N:7]=[C:6]([NH:14][CH2:15][C:16]#[CH:17])[N:5]=1.[C:19]([OH:26])(=[O:25])/[CH:20]=[CH:21]\[C:22]([OH:24])=[O:23]. Product: [C:19]([OH:26])(=[O:25])/[CH:20]=[CH:21]\[C:22]([OH:24])=[O:23].[CH3:1][O:2][N:3]([CH3:18])[C:4]1[N:5]=[C:6]([NH:14][CH2:15][CH2:16][CH3:17])[N:7]=[C:8]([NH:10][CH2:11][C:12]#[CH:13])[N:9]=1. The catalyst class is: 311. (7) Reactant: C(OC([N:11]1[CH2:16][CH2:15][CH:14]([CH2:17][NH:18][C:19]2[C:24](Cl)=[C:23](Cl)[N:22]=[C:21](Cl)[C:20]=2Cl)[CH:13]([OH:29])[CH2:12]1)=O)C1C=CC=CC=1.C(=O)([O-])[O-].[K+].[K+]. Product: [N:22]1[CH:21]=[CH:20][C:19]([NH:18][CH2:17][CH:14]2[CH2:15][CH2:16][NH:11][CH2:12][CH:13]2[OH:29])=[CH:24][CH:23]=1. The catalyst class is: 29.